Dataset: Catalyst prediction with 721,799 reactions and 888 catalyst types from USPTO. Task: Predict which catalyst facilitates the given reaction. Reactant: [CH3:1][O:2][C:3]1[CH:22]=[CH:21][C:6]([C:7]([C:9]2[C:18](=[O:19])[C:17]3[C:12](=[CH:13][CH:14]=[C:15]([CH3:20])[N:16]=3)[NH:11][CH:10]=2)=[O:8])=[CH:5][C:4]=1[CH3:23].[Br:24][C:25]1[CH:30]=[CH:29][CH:28]=[C:27]([CH2:31]Br)[N:26]=1. Product: [Br:24][C:25]1[N:26]=[C:27]([CH2:31][N:11]2[C:12]3[C:17](=[N:16][C:15]([CH3:20])=[CH:14][CH:13]=3)[C:18](=[O:19])[C:9]([C:7](=[O:8])[C:6]3[CH:21]=[CH:22][C:3]([O:2][CH3:1])=[C:4]([CH3:23])[CH:5]=3)=[CH:10]2)[CH:28]=[CH:29][CH:30]=1. The catalyst class is: 9.